Dataset: Forward reaction prediction with 1.9M reactions from USPTO patents (1976-2016). Task: Predict the product of the given reaction. (1) Given the reactants [CH3:1][O:2][C:3]1[CH:4]=[C:5]([C:11]([N+:23]([O-])=O)=[CH:12][C:13]=1[O:14][CH2:15][CH:16]1[CH2:21][CH2:20][N:19]([CH3:22])[CH2:18][CH2:17]1)[C:6]([O:8][CH2:9][CH3:10])=[O:7].[H][H], predict the reaction product. The product is: [NH2:23][C:11]1[C:5]([C:6]([O:8][CH2:9][CH3:10])=[O:7])=[CH:4][C:3]([O:2][CH3:1])=[C:13]([O:14][CH2:15][CH:16]2[CH2:21][CH2:20][N:19]([CH3:22])[CH2:18][CH2:17]2)[CH:12]=1. (2) Given the reactants ClC1C(OC[C:18]2([C:24]#N)[CH2:23][CH2:22]CCC2)=CC(F)=C(C=1)C(OC(C)(C)C)=O.[C:26]12([CH2:36][O:37][C:38]3[C:50](Cl)=[CH:49][C:41]([C:42]([O:44][C:45]([CH3:48])([CH3:47])[CH3:46])=[O:43])=[C:40]([F:52])[CH:39]=3)[CH2:35][CH:30]3[CH2:31][CH:32]([CH2:34][CH:28]([CH2:29]3)[CH2:27]1)[CH2:33]2.C1(B(O)O)CC1.C1(B(O)O)CCC1.F[B-](F)(F)F.C1(P(C2CCCCC2)C2CCCCC2)CCCCC1.C1(P(C2CCCCC2)C2C=CC=CC=2C2C(OC(C)C)=CC=CC=2OC(C)C)CCCCC1, predict the reaction product. The product is: [C:26]12([CH2:36][O:37][C:38]3[C:50]([CH:22]4[CH2:23][CH2:18][CH2:24]4)=[CH:49][C:41]([C:42]([O:44][C:45]([CH3:48])([CH3:47])[CH3:46])=[O:43])=[C:40]([F:52])[CH:39]=3)[CH2:35][CH:30]3[CH2:31][CH:32]([CH2:34][CH:28]([CH2:29]3)[CH2:27]1)[CH2:33]2. (3) Given the reactants [N:1]([C:4]1[S:5][C:6]2[CH2:7][CH2:8][O:9][C:10]3[CH:17]=[C:16]([Br:18])[CH:15]=[CH:14][C:11]=3[C:12]=2[N:13]=1)=[N+:2]=[N-:3].[CH3:19][C:20]([CH3:24])([CH3:23])[C:21]#[CH:22], predict the reaction product. The product is: [Br:18][C:16]1[CH:15]=[CH:14][C:11]2[C:12]3[N:13]=[C:4]([N:1]4[C:21]([C:20]([CH3:24])([CH3:23])[CH3:19])=[CH:22][N:3]=[N:2]4)[S:5][C:6]=3[CH2:7][CH2:8][O:9][C:10]=2[CH:17]=1. (4) Given the reactants [Cl:1][C:2]1[C:3](F)=[C:4]([C@@H:8]2[C@:12]([C:15]3[CH:20]=[CH:19][C:18]([Cl:21])=[CH:17][C:16]=3F)([C:13]#[N:14])[C@H:11]([CH2:23][C:24]([CH3:27])([CH3:26])[CH3:25])[NH:10][C@H:9]2[C:28](NC2C=CC(C(O)=O)=CC=2OC(F)(F)F)=[O:29])[CH:5]=[CH:6][CH:7]=1.[CH2:46]([O:48][C:49](=[O:55])[CH2:50][CH2:51][N:52]=[C:53]=[O:54])[CH3:47], predict the reaction product. The product is: [CH2:46]([O:48][C:49](=[O:55])[CH2:50][CH2:51][N:52]1[C:28](=[O:29])[C@H:9]2[C@H:8]([C:4]3[CH:5]=[CH:6][CH:7]=[C:2]([Cl:1])[CH:3]=3)[C@:12]([C:15]3[CH:16]=[CH:17][C:18]([Cl:21])=[CH:19][CH:20]=3)([C:13]#[N:14])[C@H:11]([CH2:23][C:24]([CH3:27])([CH3:26])[CH3:25])[N:10]2[C:53]1=[O:54])[CH3:47]. (5) Given the reactants Br[C:2]1[CH:3]=[C:4]([C@@H:8]([NH:12][C:13](=[O:19])[O:14][C:15]([CH3:18])([CH3:17])[CH3:16])[CH2:9][CH:10]=[CH2:11])[CH:5]=[CH:6][CH:7]=1.CC1(C)C[O:25][B:24](B2OCC(C)(C)CO2)[O:23]C1.CC([O-])=O.[K+], predict the reaction product. The product is: [C:15]([O:14][C:13]([NH:12][C@H:8]([C:4]1[CH:3]=[C:2]([B:24]([OH:25])[OH:23])[CH:7]=[CH:6][CH:5]=1)[CH2:9][CH:10]=[CH2:11])=[O:19])([CH3:18])([CH3:17])[CH3:16]. (6) Given the reactants CC(OI1(OC(C)=O)(OC(C)=O)OC(=O)C2C=CC=CC1=2)=O.[C:23]([O:27][C:28]([N:30]1[CH2:35][CH2:34][CH:33]([NH:36][C:37]([NH:39][C@H:40]([C:43]([O:45][CH3:46])=[O:44])[CH2:41]O)=[O:38])[CH2:32][CH2:31]1)=[O:29])([CH3:26])([CH3:25])[CH3:24], predict the reaction product. The product is: [CH3:46][O:45][C:43]([C:40]1[NH:39][C:37](=[O:38])[N:36]([CH:33]2[CH2:32][CH2:31][N:30]([C:28]([O:27][C:23]([CH3:25])([CH3:24])[CH3:26])=[O:29])[CH2:35][CH2:34]2)[CH:41]=1)=[O:44].